The task is: Predict the product of the given reaction.. This data is from Forward reaction prediction with 1.9M reactions from USPTO patents (1976-2016). Given the reactants Br[C:2]1[CH:3]=[CH:4][C:5]([C:8]([NH:10][S:11]([C:14]2[CH:19]=[CH:18][CH:17]=[CH:16][C:15]=2[S:20](=[O:23])(=[O:22])[NH2:21])(=[O:13])=[O:12])=[O:9])=[N:6][CH:7]=1.[C:24]([CH:26]1[CH2:31][CH2:30][CH2:29][CH2:28][CH2:27]1)#[CH:25], predict the reaction product. The product is: [CH:26]1([C:24]#[C:25][C:2]2[CH:3]=[CH:4][C:5]([C:8]([NH:10][S:11]([C:14]3[CH:19]=[CH:18][CH:17]=[CH:16][C:15]=3[S:20](=[O:23])(=[O:22])[NH2:21])(=[O:13])=[O:12])=[O:9])=[N:6][CH:7]=2)[CH2:31][CH2:30][CH2:29][CH2:28][CH2:27]1.